This data is from Peptide-MHC class I binding affinity with 185,985 pairs from IEDB/IMGT. The task is: Regression. Given a peptide amino acid sequence and an MHC pseudo amino acid sequence, predict their binding affinity value. This is MHC class I binding data. (1) The peptide sequence is KETINEEAA. The MHC is HLA-B44:02 with pseudo-sequence HLA-B44:02. The binding affinity (normalized) is 0.0748. (2) The peptide sequence is YFVAYQATV. The MHC is HLA-A02:03 with pseudo-sequence HLA-A02:03. The binding affinity (normalized) is 0.378.